Dataset: Forward reaction prediction with 1.9M reactions from USPTO patents (1976-2016). Task: Predict the product of the given reaction. (1) Given the reactants [CH3:1][O:2][C:3]1[CH:12]=[C:11]2[C:6]([C:7](=O)[NH:8][CH:9]=[N:10]2)=[C:5]([O:14][CH:15]2[CH2:19][CH2:18][O:17][CH2:16]2)[CH:4]=1.[Cl:20][C:21]1[CH:22]=[C:23]([CH:25]=[CH:26][C:27]=1[F:28])[NH2:24], predict the reaction product. The product is: [Cl:20][C:21]1[CH:22]=[C:23]([CH:25]=[CH:26][C:27]=1[F:28])[NH:24][C:7]1[C:6]2[C:11](=[CH:12][C:3]([O:2][CH3:1])=[CH:4][C:5]=2[O:14][CH:15]2[CH2:19][CH2:18][O:17][CH2:16]2)[N:10]=[CH:9][N:8]=1. (2) Given the reactants [F:1][C:2]1[CH:7]=[CH:6][C:5]([NH:8][C:9](=[O:15])[O:10][C:11]([CH3:14])([CH3:13])[CH3:12])=[CH:4][C:3]=1[N:16]1[C:21]2[N:22]=[C:23]([S:26][CH3:27])[N:24]=[CH:25][C:20]=2[CH:19]=[CH:18][C:17]1=[O:28].C1C=C(Cl)C=C(C(OO)=[O:37])C=1.O.C([O-])([O-])=O.[Na+].[Na+], predict the reaction product. The product is: [F:1][C:2]1[CH:7]=[CH:6][C:5]([NH:8][C:9](=[O:15])[O:10][C:11]([CH3:14])([CH3:13])[CH3:12])=[CH:4][C:3]=1[N:16]1[C:21]2[N:22]=[C:23]([S:26]([CH3:27])=[O:37])[N:24]=[CH:25][C:20]=2[CH:19]=[CH:18][C:17]1=[O:28]. (3) Given the reactants [NH2:1][C:2]1[N:3]=[CH:4][C:5]2[CH:11]=[C:10]([C:12]3[C:17]([Cl:18])=[C:16]([O:19][CH3:20])[CH:15]=[C:14]([O:21][CH3:22])[C:13]=3[Cl:23])[C:9](=[O:24])[N:8]([CH2:25][CH2:26][CH2:27][N:28]3[CH2:33][CH2:32][N:31]([C:34]([O:36][C:37]([CH3:40])([CH3:39])[CH3:38])=[O:35])[CH2:30][CH2:29]3)[C:6]=2[N:7]=1.[C:41](=O)([O:44]C)[O:42][CH3:43].CC([O-])(C)C.[K+], predict the reaction product. The product is: [Cl:18][C:17]1[C:16]([O:19][CH3:20])=[CH:15][C:14]([O:21][CH3:22])=[C:13]([Cl:23])[C:12]=1[C:10]1[C:9](=[O:24])[N:8]([CH2:25][CH2:26][CH2:27][N:28]2[CH2:29][CH2:30][N:31]([C:34]([O:36][C:37]([CH3:40])([CH3:39])[CH3:38])=[O:35])[CH2:32][CH2:33]2)[C:6]2[N:7]=[C:2]([NH:1][C:41]([O:42][CH3:43])=[O:44])[N:3]=[CH:4][C:5]=2[CH:11]=1. (4) Given the reactants [C:1]([O:5][CH3:6])(=[O:4])[CH2:2][SH:3].Cl[C:8]1[CH:17]=[CH:16][C:15]([N+:18]([O-:20])=[O:19])=[CH:14][C:9]=1[C:10](OC)=[O:11].CCN(CC)CC.Cl, predict the reaction product. The product is: [OH:11][C:10]1[C:9]2[CH:14]=[C:15]([N+:18]([O-:20])=[O:19])[CH:16]=[CH:17][C:8]=2[S:3][C:2]=1[C:1]([O:5][CH3:6])=[O:4]. (5) Given the reactants C(O)=O.[CH:4]1([CH2:10][CH2:11][CH2:12][NH:13][C:14]([N:16]2[CH2:21][CH2:20][CH:19]([NH:22][C:23]3[CH:38]=[CH:37][C:26]([CH2:27][CH2:28][NH:29]C(=O)OC(C)(C)C)=[CH:25][CH:24]=3)[CH2:18][CH2:17]2)=[O:15])[CH2:9][CH2:8][CH2:7][CH2:6][CH2:5]1.C([Si]([O:56][C:57]1[CH:62]=[CH:61][C:60]([O:63][CH2:64][CH:65]2[CH2:67][O:66]2)=[CH:59][CH:58]=1)(C1C=CC=CC=1)C1C=CC=CC=1)(C)(C)C, predict the reaction product. The product is: [CH:4]1([CH2:10][CH2:11][CH2:12][NH:13][C:14]([N:16]2[CH2:21][CH2:20][CH:19]([NH:22][C:23]3[CH:38]=[CH:37][C:26]([CH2:27][CH2:28][NH:29][CH2:67][C@H:65]([OH:66])[CH2:64][O:63][C:60]4[CH:61]=[CH:62][C:57]([OH:56])=[CH:58][CH:59]=4)=[CH:25][CH:24]=3)[CH2:18][CH2:17]2)=[O:15])[CH2:5][CH2:6][CH2:7][CH2:8][CH2:9]1. (6) Given the reactants COC(C1C=C(NS(C2C=CC(C)=CC=2)(=O)=O)C2C(=C(OCC3C=CC=CC=3)C=CC=2)N=1)=O.[CH3:34][O:35][C:36]([C:38]1[CH:47]=[C:46]([OH:48])[C:45]2[C:40](=[C:41]([N+:57]([O-])=O)[CH:42]=[C:43]([O:49]CC3C=CC=CC=3)[CH:44]=2)[N:39]=1)=[O:37], predict the reaction product. The product is: [CH3:34][O:35][C:36]([C:38]1[CH:47]=[C:46]([OH:48])[C:45]2[C:40](=[C:41]([NH2:57])[CH:42]=[C:43]([OH:49])[CH:44]=2)[N:39]=1)=[O:37].